The task is: Predict the reactants needed to synthesize the given product.. This data is from Full USPTO retrosynthesis dataset with 1.9M reactions from patents (1976-2016). (1) Given the product [CH3:11][O:12][C:2]1[N:7]=[C:6]([CH3:8])[C:5]([C:9]#[N:10])=[CH:4][CH:3]=1, predict the reactants needed to synthesize it. The reactants are: Cl[C:2]1[N:7]=[C:6]([CH3:8])[C:5]([C:9]#[N:10])=[CH:4][CH:3]=1.[CH3:11][O:12][Na]. (2) Given the product [CH3:13][O:14][CH:15]1[CH2:18][CH:17]([CH2:19][N:21]=[N+:22]=[N-:23])[CH2:16]1, predict the reactants needed to synthesize it. The reactants are: C(N(CC)CC)C.CS(Cl)(=O)=O.[CH3:13][O:14][CH:15]1[CH2:18][CH:17]([CH2:19]O)[CH2:16]1.[N-:21]=[N+:22]=[N-:23].[Na+]. (3) Given the product [Cl:31][C:28]1[CH:29]=[CH:30][C:25]([CH2:24][N:8]([C:5]2[C:4]([CH3:22])=[CH:3][C:2]([Cl:1])=[CH:7][N:6]=2)[S:9]([C:12]2[CH:13]=[CH:14][C:15]([C:16]([O:18][CH3:19])=[O:17])=[CH:20][CH:21]=2)(=[O:11])=[O:10])=[C:26]([C:32]([F:33])([F:34])[F:35])[CH:27]=1, predict the reactants needed to synthesize it. The reactants are: [Cl:1][C:2]1[CH:3]=[C:4]([CH3:22])[C:5]([NH:8][S:9]([C:12]2[CH:21]=[CH:20][C:15]([C:16]([O:18][CH3:19])=[O:17])=[CH:14][CH:13]=2)(=[O:11])=[O:10])=[N:6][CH:7]=1.Br[CH2:24][C:25]1[CH:30]=[CH:29][C:28]([Cl:31])=[CH:27][C:26]=1[C:32]([F:35])([F:34])[F:33]. (4) The reactants are: [Br:1][C:2]1[CH:7]=[CH:6][C:5]([S:8](Cl)(=[O:10])=[O:9])=[CH:4][CH:3]=1.[NH2:12][C:13]1[C:14]([CH3:19])=[N:15][O:16][C:17]=1[CH3:18]. Given the product [Br:1][C:2]1[CH:7]=[CH:6][C:5]([S:8]([NH:12][C:13]2[C:14]([CH3:19])=[N:15][O:16][C:17]=2[CH3:18])(=[O:10])=[O:9])=[CH:4][CH:3]=1, predict the reactants needed to synthesize it. (5) Given the product [Br:1][C:2]1[CH:3]=[N:4][C:5]2[N:6]([N:8]=[C:9]([C:11]([N:16]3[C@@H:15]([CH3:14])[CH2:24][C:23]4[C:18](=[CH:19][CH:20]=[CH:21][CH:22]=4)[CH2:17]3)=[O:13])[CH:10]=2)[CH:7]=1, predict the reactants needed to synthesize it. The reactants are: [Br:1][C:2]1[CH:3]=[N:4][C:5]2[N:6]([N:8]=[C:9]([C:11]([OH:13])=O)[CH:10]=2)[CH:7]=1.[CH3:14][CH:15]1[CH2:24][C:23]2[C:18](=[CH:19][CH:20]=[CH:21][CH:22]=2)[CH2:17][NH:16]1.